This data is from Forward reaction prediction with 1.9M reactions from USPTO patents (1976-2016). The task is: Predict the product of the given reaction. (1) Given the reactants [CH3:1][O:2][C:3]1[C:12]2[C:7](=[CH:8][CH:9]=[CH:10][CH:11]=2)[C:6]([N+:13]([O-:15])=[O:14])=[CH:5][CH:4]=1.[I:16]N1C(=O)CCC1=O, predict the reaction product. The product is: [I:16][C:4]1[CH:5]=[C:6]([N+:13]([O-:15])=[O:14])[C:7]2[C:12](=[CH:11][CH:10]=[CH:9][CH:8]=2)[C:3]=1[O:2][CH3:1]. (2) Given the reactants [CH:1]1([CH2:4][O:5][C:6]2[CH:12]=[CH:11][C:9]([NH2:10])=[C:8]([N+:13]([O-:15])=[O:14])[CH:7]=2)[CH2:3][CH2:2]1.Cl, predict the reaction product. The product is: [CH:1]1([CH2:4][O:5][C:6]2[CH:12]=[CH:11][C:9]([N:10]=[N:10][C:9]3[CH:11]=[CH:12][C:6]([OH:5])=[CH:7][CH:8]=3)=[C:8]([N+:13]([O-:15])=[O:14])[CH:7]=2)[CH2:2][CH2:3]1. (3) The product is: [N:27]1([C:2]2[N:3]=[CH:4][C:5]([NH:8][C:9](=[O:26])[CH:10]([NH:14][C:15](=[O:25])[CH2:16][C:17]3[CH:22]=[C:21]([F:23])[CH:20]=[C:19]([F:24])[CH:18]=3)[CH2:11][CH2:12][CH3:13])=[N:6][CH:7]=2)[CH2:31][CH2:30][CH2:29][CH2:28]1. Given the reactants Br[C:2]1[N:3]=[CH:4][C:5]([NH:8][C:9](=[O:26])[CH:10]([NH:14][C:15](=[O:25])[CH2:16][C:17]2[CH:22]=[C:21]([F:23])[CH:20]=[C:19]([F:24])[CH:18]=2)[CH2:11][CH2:12][CH3:13])=[N:6][CH:7]=1.[NH:27]1[CH2:31][CH2:30][CH2:29][CH2:28]1, predict the reaction product. (4) The product is: [F:14][C:13]([F:16])([F:15])[C:12]1[CH:7]=[N:8][CH:9]=[CH:10][CH:11]=1. Given the reactants N1C=CC=N1.Cl[C:7]1[C:12]([C:13]([F:16])([F:15])[F:14])=[CH:11][CH:10]=[CH:9][N:8]=1.C([O-])([O-])=O.[K+].[K+].O, predict the reaction product. (5) Given the reactants [CH3:1][CH:2]([CH3:32])[CH2:3][CH:4]([C:10]1[CH:11]=[C:12]([C:22]2[CH:27]=[CH:26][C:25]([C:28]([F:31])([F:30])[F:29])=[CH:24][CH:23]=2)[C:13]([O:16][CH2:17][C:18]([F:21])([F:20])[F:19])=[CH:14][CH:15]=1)[C:5]([O:7]CC)=[O:6].O.[OH-].[Li+], predict the reaction product. The product is: [CH3:1][CH:2]([CH3:32])[CH2:3][CH:4]([C:10]1[CH:11]=[C:12]([C:22]2[CH:27]=[CH:26][C:25]([C:28]([F:29])([F:30])[F:31])=[CH:24][CH:23]=2)[C:13]([O:16][CH2:17][C:18]([F:20])([F:19])[F:21])=[CH:14][CH:15]=1)[C:5]([OH:7])=[O:6]. (6) Given the reactants [CH3:1][NH:2][C:3]1[C:8]([NH:9][C:10]([C:12]2[C:13]([S:22][CH2:23][CH3:24])=[N:14][C:15]([C:18]([F:21])([F:20])[F:19])=[CH:16][CH:17]=2)=O)=[CH:7][C:6]([C:25]([F:28])([F:27])[F:26])=[CH:5][N:4]=1.CN(C=O)C.C(=O)(O)[O-].[Na+], predict the reaction product. The product is: [CH2:23]([S:22][C:13]1[C:12]([C:10]2[N:2]([CH3:1])[C:3]3=[N:4][CH:5]=[C:6]([C:25]([F:28])([F:27])[F:26])[CH:7]=[C:8]3[N:9]=2)=[CH:17][CH:16]=[C:15]([C:18]([F:21])([F:20])[F:19])[N:14]=1)[CH3:24]. (7) Given the reactants [CH3:1][CH:2]([CH2:4][CH2:5][CH2:6][C@H:7]([CH2:9][CH2:10][CH2:11][C@H:12]([CH2:14][CH2:15][CH2:16]/[C:17](=[CH:19]/[CH2:20][OH:21])/[CH3:18])[CH3:13])[CH3:8])[CH3:3].[Br:22][CH2:23][CH2:24][CH2:25][CH2:26][CH2:27][C:28](O)=[O:29].C1(N=C=NC2CCCCC2)CCCCC1, predict the reaction product. The product is: [Br:22][CH2:23][CH2:24][CH2:25][CH2:26][CH2:27][C:28]([O:21][CH2:20]/[CH:19]=[C:17](\[CH3:18])/[CH2:16][CH2:15][CH2:14][CH:12]([CH3:13])[CH2:11][CH2:10][CH2:9][CH:7]([CH3:8])[CH2:6][CH2:5][CH2:4][CH:2]([CH3:1])[CH3:3])=[O:29]. (8) Given the reactants Br[C:2]1[CH:3]=[C:4]([C:9]2[N:10]=[N:11][N:12]([CH:14]([CH3:16])[CH3:15])[CH:13]=2)[C:5]([NH2:8])=[N:6][CH:7]=1.[CH3:17][O:18][C:19]1[CH:20]=[C:21](B(O)O)[CH:22]=[CH:23][C:24]=1[C:25]([O:27]C)=[O:26].O.C([O-])([O-])=O.[Cs+].[Cs+], predict the reaction product. The product is: [NH2:8][C:5]1[N:6]=[CH:7][C:2]([C:21]2[CH:22]=[CH:23][C:24]([C:25]([OH:27])=[O:26])=[C:19]([O:18][CH3:17])[CH:20]=2)=[CH:3][C:4]=1[C:9]1[N:10]=[N:11][N:12]([CH:14]([CH3:16])[CH3:15])[CH:13]=1. (9) Given the reactants [F:1][C:2]1[CH:27]=[C:26]([N+:28]([O-])=O)[CH:25]=[CH:24][C:3]=1[O:4][C:5]1[CH:10]=[CH:9][N:8]=[C:7]2[CH:11]=[C:12]([C:14]3[N:19]=[CH:18][C:17]([CH2:20][N:21]([CH3:23])[CH3:22])=[CH:16][CH:15]=3)[S:13][C:6]=12.[NH4+].[Cl-], predict the reaction product. The product is: [CH3:23][N:21]([CH2:20][C:17]1[CH:16]=[CH:15][C:14]([C:12]2[S:13][C:6]3[C:7](=[N:8][CH:9]=[CH:10][C:5]=3[O:4][C:3]3[CH:24]=[CH:25][C:26]([NH2:28])=[CH:27][C:2]=3[F:1])[CH:11]=2)=[N:19][CH:18]=1)[CH3:22].